Dataset: NCI-60 drug combinations with 297,098 pairs across 59 cell lines. Task: Regression. Given two drug SMILES strings and cell line genomic features, predict the synergy score measuring deviation from expected non-interaction effect. Drug 1: CC1CCC2CC(C(=CC=CC=CC(CC(C(=O)C(C(C(=CC(C(=O)CC(OC(=O)C3CCCCN3C(=O)C(=O)C1(O2)O)C(C)CC4CCC(C(C4)OC)O)C)C)O)OC)C)C)C)OC. Drug 2: C1C(C(OC1N2C=NC3=C2NC=NCC3O)CO)O. Cell line: SR. Synergy scores: CSS=27.9, Synergy_ZIP=0.184, Synergy_Bliss=5.34, Synergy_Loewe=-30.9, Synergy_HSA=3.32.